From a dataset of Full USPTO retrosynthesis dataset with 1.9M reactions from patents (1976-2016). Predict the reactants needed to synthesize the given product. (1) Given the product [CH2:26]([O:46][CH:47]([CH2:51][CH3:52])[C:48]([NH:59][C@@H:58]([CH2:60][CH:61]([CH3:62])[CH3:63])[C:57]([O:56][CH2:54][CH3:55])=[O:64])=[O:50])[CH2:27][CH2:28][CH2:29]/[CH:30]=[CH:31]\[CH2:32]/[CH:33]=[CH:34]\[CH2:35]/[CH:36]=[CH:37]\[CH2:38]/[CH:39]=[CH:40]\[CH2:41]/[CH:42]=[CH:43]\[CH2:44][CH3:45], predict the reactants needed to synthesize it. The reactants are: C1CCC(N=C=NC2CCCCC2)CC1.C1C=CC2N(O)N=NC=2C=1.[CH2:26]([O:46][CH:47]([CH2:51][CH3:52])[C:48]([OH:50])=O)[CH2:27][CH2:28][CH2:29]/[CH:30]=[CH:31]\[CH2:32]/[CH:33]=[CH:34]\[CH2:35]/[CH:36]=[CH:37]\[CH2:38]/[CH:39]=[CH:40]\[CH2:41]/[CH:42]=[CH:43]\[CH2:44][CH3:45].Cl.[CH2:54]([O:56][C:57](=[O:64])[C@H:58]([CH2:60][CH:61]([CH3:63])[CH3:62])[NH2:59])[CH3:55]. (2) Given the product [CH2:1]([O:3][C:4]([C:6]1([C:25]([O:27][CH2:28][CH3:29])=[O:26])[CH2:10][CH2:9][CH2:8][N:7]1[C:11]1[CH:12]=[N:13][C:14]([O:17][C:18]2[CH:23]=[CH:22][C:21]([C:30]#[N:31])=[CH:20][CH:19]=2)=[CH:15][CH:16]=1)=[O:5])[CH3:2], predict the reactants needed to synthesize it. The reactants are: [CH2:1]([O:3][C:4]([C:6]1([C:25]([O:27][CH2:28][CH3:29])=[O:26])[CH2:10][CH2:9][CH2:8][N:7]1[C:11]1[CH:12]=[N:13][C:14]([O:17][C:18]2[CH:23]=[CH:22][C:21](Br)=[CH:20][CH:19]=2)=[CH:15][CH:16]=1)=[O:5])[CH3:2].[CH3:30][N:31](C)C=O. (3) Given the product [CH3:17][N:7]([CH2:8][CH2:9][NH:10][C:11](=[O:16])[C:12]([F:13])([F:14])[F:15])[C:6]([C:40]1[N:41]=[C:42]([CH3:44])[S:43][C:39]=1[C:36]1[CH:35]=[CH:34][C:33]([F:32])=[CH:38][CH:37]=1)=[O:18], predict the reactants needed to synthesize it. The reactants are: CC(O[C:6](=[O:18])[N:7]([CH3:17])[CH2:8][CH2:9][NH:10][C:11](=[O:16])[C:12]([F:15])([F:14])[F:13])(C)C.FC(F)(F)C(O)=O.C([O-])([O-])=O.[K+].[K+].[F:32][C:33]1[CH:38]=[CH:37][C:36]([C:39]2[S:43][C:42]([CH3:44])=[N:41][C:40]=2C(O)=O)=[CH:35][CH:34]=1.C(N(CC)C(C)C)(C)C.CN(C(ON1N=NC2C=CC=NC1=2)=[N+](C)C)C.F[P-](F)(F)(F)(F)F. (4) Given the product [CH2:31]([N:14]([CH2:13][C:12]1[CH:11]=[CH:10][C:9]([O:8][C:7]2[CH:40]=[CH:41][CH:42]=[C:5]([OH:4])[CH:6]=2)=[CH:39][CH:38]=1)[C:15]1[C:16]([CH3:30])=[C:17]([N:21]([S:26]([CH3:29])(=[O:27])=[O:28])[S:22]([CH3:25])(=[O:23])=[O:24])[CH:18]=[CH:19][CH:20]=1)[C:32]1[CH:33]=[CH:34][CH:35]=[CH:36][CH:37]=1, predict the reactants needed to synthesize it. The reactants are: C([O:4][C:5]1[CH:6]=[C:7]([CH:40]=[CH:41][CH:42]=1)[O:8][C:9]1[CH:39]=[CH:38][C:12]([CH2:13][N:14]([CH2:31][C:32]2[CH:37]=[CH:36][CH:35]=[CH:34][CH:33]=2)[C:15]2[C:16]([CH3:30])=[C:17]([N:21]([S:26]([CH3:29])(=[O:28])=[O:27])[S:22]([CH3:25])(=[O:24])=[O:23])[CH:18]=[CH:19][CH:20]=2)=[CH:11][CH:10]=1)C=C. (5) Given the product [OH:8][C:9]1[CH:10]=[C:11]([CH:25]=[C:26]([O:28][C@@H:29]([CH3:33])[CH2:30][O:31][CH3:32])[CH:27]=1)[C:12]([NH:14][C:15]1[N:20]=[CH:19][C:18]([C:21]([O:23][CH3:24])=[O:22])=[CH:17][CH:16]=1)=[O:13], predict the reactants needed to synthesize it. The reactants are: C([O:8][C:9]1[CH:10]=[C:11]([CH:25]=[C:26]([O:28][C@@H:29]([CH3:33])[CH2:30][O:31][CH3:32])[CH:27]=1)[C:12]([NH:14][C:15]1[N:20]=[CH:19][C:18]([C:21]([O:23][CH3:24])=[O:22])=[CH:17][CH:16]=1)=[O:13])C1C=CC=CC=1.C1COCC1.[H][H].